Dataset: Forward reaction prediction with 1.9M reactions from USPTO patents (1976-2016). Task: Predict the product of the given reaction. (1) Given the reactants Br[C:2]1[C:3]([F:9])=[C:4]([F:8])[CH:5]=[CH:6][CH:7]=1.C([Li])CCC.[C:15]([N:22]1[CH2:25][C:24](=[O:26])[CH2:23]1)([O:17][C:18]([CH3:21])([CH3:20])[CH3:19])=[O:16].[Cl-].[NH4+], predict the reaction product. The product is: [F:9][C:3]1[C:4]([F:8])=[CH:5][CH:6]=[CH:7][C:2]=1[C:24]1([OH:26])[CH2:23][N:22]([C:15]([O:17][C:18]([CH3:20])([CH3:19])[CH3:21])=[O:16])[CH2:25]1. (2) The product is: [N+:23]([C:20]1[N:21]=[CH:22][C:17]([N:7]2[CH2:6][CH:5]3[CH2:1][N:2]([C:9]([O:11][C:12]([CH3:15])([CH3:14])[CH3:13])=[O:10])[CH2:3][CH:4]3[CH2:8]2)=[CH:18][CH:19]=1)([O-:25])=[O:24]. Given the reactants [CH2:1]1[CH:5]2[CH2:6][NH:7][CH2:8][CH:4]2[CH2:3][N:2]1[C:9]([O:11][C:12]([CH3:15])([CH3:14])[CH3:13])=[O:10].F[C:17]1[CH:18]=[CH:19][C:20]([N+:23]([O-:25])=[O:24])=[N:21][CH:22]=1, predict the reaction product. (3) Given the reactants [C:1]([CH:3]([CH:7]1[C:11]([Cl:12])=[C:10](Cl)C(=O)O1)[C:4]([NH2:6])=[O:5])#[N:2].Cl.[CH3:16][CH:17]([S:19]([C:22]1[CH:27]=[CH:26][CH:25]=[CH:24][C:23]=1[CH2:28][NH2:29])(=[O:21])=[O:20])[CH3:18].C(=O)([O-])[O-].[K+].[K+].[OH-].[Na+], predict the reaction product. The product is: [ClH:12].[Cl:12][C:11]1[CH:7]=[C:3]([C:4]([NH2:6])=[O:5])[C:1](=[NH:2])[N:29]([CH2:28][C:23]2[CH:24]=[CH:25][CH:26]=[CH:27][C:22]=2[S:19]([CH:17]([CH3:18])[CH3:16])(=[O:21])=[O:20])[CH:10]=1. (4) The product is: [CH2:1]=[CH:2][CH:3]=[CH2:4].[CH2:5]=[CH:6][C:7](=[CH2:8])[CH3:9].[CH2:10]=[CH:11][C:12]1[CH:17]=[CH:16][CH:15]=[CH:14][CH:13]=1. Given the reactants [CH2:1]=[CH:2][CH:3]=[CH2:4].[CH2:5]=[CH:6][C:7](=[CH2:9])[CH3:8].[CH2:10]=[CH:11][C:12]1[CH:17]=[CH:16][CH:15]=[CH:14][CH:13]=1.CN(C)CCN(C)C.C([Li])CCC.CC(C1C(O)=C(C(C)(C)C)C=C(CCC(OCC(COC(CCC2C=C(C(C)(C)C)C(O)=C(C(C)(C)C)C=2)=O)(COC(CCC2C=C(C(C)(C)C)C(O)=C(C(C)(C)C)C=2)=O)COC(CCC2C=C(C(C)(C)C)C(O)=C(C(C)(C)C)C=2)=O)=O)C=1)(C)C, predict the reaction product. (5) Given the reactants [C:1]([C:4]1[C:27](=[O:28])[O:26][C:7]2=[N:8][C:9]([N:12]3[CH2:18][CH2:17][CH2:16][N:15]([C:19]([O:21][C:22]([CH3:25])([CH3:24])[CH3:23])=[O:20])[CH2:14][CH2:13]3)=[CH:10][CH:11]=[C:6]2[CH:5]=1)(=[O:3])[CH3:2].[Br:29]Br, predict the reaction product. The product is: [Br:29][CH2:2][C:1]([C:4]1[C:27](=[O:28])[O:26][C:7]2=[N:8][C:9]([N:12]3[CH2:18][CH2:17][CH2:16][N:15]([C:19]([O:21][C:22]([CH3:23])([CH3:24])[CH3:25])=[O:20])[CH2:14][CH2:13]3)=[CH:10][CH:11]=[C:6]2[CH:5]=1)=[O:3]. (6) Given the reactants [NH:1]1[CH2:4][CH2:3][CH2:2]1.F[C:6]1[CH:11]=[C:10]([C:12]([N:14]2[CH2:19][CH2:18][CH2:17][CH:16]([C:20]3[CH:25]=[CH:24][C:23]([CH3:26])=[CH:22][CH:21]=3)[CH2:15]2)=[O:13])[CH:9]=[CH:8][N:7]=1, predict the reaction product. The product is: [N:1]1([C:6]2[CH:11]=[C:10]([C:12]([N:14]3[CH2:19][CH2:18][CH2:17][CH:16]([C:20]4[CH:21]=[CH:22][C:23]([CH3:26])=[CH:24][CH:25]=4)[CH2:15]3)=[O:13])[CH:9]=[CH:8][N:7]=2)[CH2:4][CH2:3][CH2:2]1.